From a dataset of Reaction yield outcomes from USPTO patents with 853,638 reactions. Predict the reaction yield, written as a fraction of the theoretical maximum amount of product (1.0 means a 100% yield; for example, 0.34 means a 34% yield). The reactants are S(Cl)(Cl)=O.[CH:5]1([C:11]2[C:19]3[C:14](=[CH:15][C:16]([C:20]([OH:22])=[O:21])=[CH:17][CH:18]=3)[NH:13][CH:12]=2)[CH2:10][CH2:9][CH2:8][CH2:7][CH2:6]1.[CH3:23]O. No catalyst specified. The product is [CH:5]1([C:11]2[C:19]3[C:14](=[CH:15][C:16]([C:20]([O:22][CH3:23])=[O:21])=[CH:17][CH:18]=3)[NH:13][CH:12]=2)[CH2:6][CH2:7][CH2:8][CH2:9][CH2:10]1. The yield is 0.690.